Dataset: Forward reaction prediction with 1.9M reactions from USPTO patents (1976-2016). Task: Predict the product of the given reaction. (1) Given the reactants [N+:1]([C:4]1[CH:13]=[CH:12][C:7]2[NH:8][C:9](=[O:11])[S:10][C:6]=2[CH:5]=1)([O-])=O.C([O-])=O.[NH4+].O1CCOCC1, predict the reaction product. The product is: [NH2:1][C:4]1[CH:13]=[CH:12][C:7]2[NH:8][C:9](=[O:11])[S:10][C:6]=2[CH:5]=1. (2) The product is: [CH3:1][C:2]1[O:6][C:5]([CH2:7][NH:8][C:9]2[CH:18]=[CH:17][C:16]3[C:11](=[CH:12][CH:13]=[CH:14][C:15]=3[NH:19][S:35]([C:29]3[CH:34]=[CH:33][CH:32]=[CH:31][CH:30]=3)(=[O:37])=[O:36])[N:10]=2)=[CH:4][CH:3]=1. Given the reactants [CH3:1][C:2]1[O:6][C:5]([CH2:7][NH:8][C:9]2[CH:18]=[CH:17][C:16]3[C:15]([NH2:19])=[CH:14][CH:13]=[CH:12][C:11]=3[N:10]=2)=[CH:4][CH:3]=1.C(N(CC)C(C)C)(C)C.[C:29]1([S:35](Cl)(=[O:37])=[O:36])[CH:34]=[CH:33][CH:32]=[CH:31][CH:30]=1.O, predict the reaction product. (3) Given the reactants [Br:1][C:2]1[CH:3]=[C:4]2[C:9](=[CH:10][CH:11]=1)[NH:8][C:7](=S)[CH2:6][CH2:5]2.[C:13]([NH:16][NH2:17])(=O)[CH3:14], predict the reaction product. The product is: [Br:1][C:2]1[CH:3]=[C:4]2[C:9](=[CH:10][CH:11]=1)[N:8]1[C:13]([CH3:14])=[N:16][N:17]=[C:7]1[CH2:6][CH2:5]2. (4) Given the reactants [Br:1][C:2]1[CH:3]=[C:4]([CH:12]2[C:21]3[C:16](=[C:17]4[CH:25]=[CH:24][CH:23]=[CH:22][C:18]4=[CH:19][CH:20]=3)[O:15][C:14]([NH2:26])=[C:13]2[C:27]2[N:31]=[C:30]([CH2:32]Cl)[O:29][N:28]=2)[CH:5]=[C:6]([O:10][CH3:11])[C:7]=1[O:8][CH3:9].[CH2:34]([N:36](CC)CC)C.CN, predict the reaction product. The product is: [Br:1][C:2]1[CH:3]=[C:4]([CH:12]2[C:21]3[C:16](=[C:17]4[CH:25]=[CH:24][CH:23]=[CH:22][C:18]4=[CH:19][CH:20]=3)[O:15][C:14]([NH2:26])=[C:13]2[C:27]2[N:31]=[C:30]([CH2:32][NH:36][CH3:34])[O:29][N:28]=2)[CH:5]=[C:6]([O:10][CH3:11])[C:7]=1[O:8][CH3:9]. (5) The product is: [NH2:1][C:2]([C:4]1[CH:5]=[N:6][C:7]2[C:12]([C:13]=1[NH:14][C:15]1[CH:16]=[C:17]([CH:23]=[CH:24][CH:25]=1)[C:18]([OH:20])=[O:19])=[CH:11][CH:10]=[C:9]([C:26]1[CH:31]=[CH:30][N:29]=[C:28]([OH:32])[C:27]=1[OH:34])[CH:8]=2)=[O:3]. Given the reactants [NH2:1][C:2]([C:4]1[CH:5]=[N:6][C:7]2[C:12]([C:13]=1[NH:14][C:15]1[CH:16]=[C:17]([CH:23]=[CH:24][CH:25]=1)[C:18]([O:20]CC)=[O:19])=[CH:11][CH:10]=[C:9]([C:26]1[CH:31]=[CH:30][N:29]=[C:28]([O:32]C)[C:27]=1[O:34]C)[CH:8]=2)=[O:3].B(Br)(Br)Br, predict the reaction product. (6) Given the reactants [H-].[Na+].[OH:3][C:4]1[CH:9]=[CH:8][C:7]([N:10]2[C:14]3[CH:15]=[CH:16][C:17]([C:19]([OH:21])=[O:20])=[CH:18][C:13]=3[N:12]=[N:11]2)=[CH:6][CH:5]=1.Br[CH2:23][C:24]1[CH:29]=[CH:28][C:27]([O:30][C:31]([F:34])([F:33])[F:32])=[CH:26][CH:25]=1.[OH-].[Na+], predict the reaction product. The product is: [F:32][C:31]([F:33])([F:34])[O:30][C:27]1[CH:28]=[CH:29][C:24]([CH2:23][O:3][C:4]2[CH:9]=[CH:8][C:7]([N:10]3[C:14]4[CH:15]=[CH:16][C:17]([C:19]([OH:21])=[O:20])=[CH:18][C:13]=4[N:12]=[N:11]3)=[CH:6][CH:5]=2)=[CH:25][CH:26]=1. (7) Given the reactants [NH2:1][CH:2]1[CH2:6][CH2:5][N:4]([CH:7]([C:14]2[CH:19]=[CH:18][CH:17]=[CH:16][CH:15]=2)[C:8]2[CH:13]=[CH:12][CH:11]=[CH:10][CH:9]=2)[C:3]1=[O:20].Br[CH2:22][C:23]([N:25]([C:32]1[CH:37]=[CH:36][CH:35]=[CH:34][CH:33]=1)[C:26]1[CH:31]=[CH:30][CH:29]=[CH:28][CH:27]=1)=[O:24].[H-].[Na+], predict the reaction product. The product is: [CH:7]([N:4]1[CH2:5][CH2:6][CH:2]([NH:1][CH2:22][C:23]([N:25]([C:32]2[CH:37]=[CH:36][CH:35]=[CH:34][CH:33]=2)[C:26]2[CH:31]=[CH:30][CH:29]=[CH:28][CH:27]=2)=[O:24])[C:3]1=[O:20])([C:8]1[CH:13]=[CH:12][CH:11]=[CH:10][CH:9]=1)[C:14]1[CH:19]=[CH:18][CH:17]=[CH:16][CH:15]=1.